From a dataset of Reaction yield outcomes from USPTO patents with 853,638 reactions. Predict the reaction yield, written as a fraction of the theoretical maximum amount of product (1.0 means a 100% yield; for example, 0.34 means a 34% yield). (1) The reactants are [CH3:1][O:2][C:3]1[CH:4]=[C:5]([CH2:11][CH2:12][NH:13][C:14]2[N:22]=[C:21]3[C:17]([N:18]=[CH:19][NH:20]3)=[C:16]([N:23]3[CH2:28][CH2:27][O:26][CH2:25][CH2:24]3)[N:15]=2)[CH:6]=[CH:7][C:8]=1[O:9][CH3:10].[Br:29]Br. The catalyst is O1CCOCC1.O. The product is [Br:29][C:19]1[NH:20][C:21]2[C:17]([N:18]=1)=[C:16]([N:23]1[CH2:28][CH2:27][O:26][CH2:25][CH2:24]1)[N:15]=[C:14]([NH:13][CH2:12][CH2:11][C:5]1[CH:6]=[CH:7][C:8]([O:9][CH3:10])=[C:3]([O:2][CH3:1])[CH:4]=1)[N:22]=2. The yield is 0.750. (2) The reactants are CCN(CC)CC.[S:8]1[C:17]2[C:12](=[CH:13][CH:14]=[CH:15][CH:16]=2)[C:11](=[O:18])[CH2:10][C:9]21[CH2:23][CH2:22][NH:21][CH2:20][CH2:19]2.[CH:24]([O:27][C:28]1[CH:36]=[CH:35][C:31]([C:32](O)=[O:33])=[CH:30][C:29]=1[O:37][CH3:38])([CH3:26])[CH3:25].CCN=C=NCCCN(C)C. The catalyst is C(Cl)Cl. The product is [CH:24]([O:27][C:28]1[CH:36]=[CH:35][C:31]([C:32]([N:21]2[CH2:22][CH2:23][C:9]3([CH2:10][C:11](=[O:18])[C:12]4[C:17](=[CH:16][CH:15]=[CH:14][CH:13]=4)[S:8]3)[CH2:19][CH2:20]2)=[O:33])=[CH:30][C:29]=1[O:37][CH3:38])([CH3:26])[CH3:25]. The yield is 0.730. (3) The reactants are [NH2:1][C:2]1[C:11]2[C:6](=[C:7](I)[C:8]([F:12])=[CH:9][CH:10]=2)[N:5]=[N:4][C:3]=1[C:14]([NH:16][CH2:17][CH2:18][CH3:19])=[O:15].[F:20][C:21]1[C:26]([O:27][CH3:28])=[CH:25][CH:24]=[CH:23][C:22]=1B(O)O. No catalyst specified. The product is [NH2:1][C:2]1[C:11]2[C:6](=[C:7]([C:22]3[CH:23]=[CH:24][CH:25]=[C:26]([O:27][CH3:28])[C:21]=3[F:20])[C:8]([F:12])=[CH:9][CH:10]=2)[N:5]=[N:4][C:3]=1[C:14]([NH:16][CH2:17][CH2:18][CH3:19])=[O:15]. The yield is 0.290. (4) The reactants are Cl.[NH2:2][C:3]1([CH3:11])[CH2:9][CH2:8][C:7](=[O:10])[NH:6][C:4]1=[O:5].[N+:12]([C:15]1[CH:25]=[CH:24][CH:23]=[C:17]2[C:18]([O:20][C:21](=O)[C:16]=12)=[O:19])([O-:14])=[O:13].C([O-])(=O)C.[Na+]. The catalyst is C(O)(=O)C. The product is [N+:12]([C:15]1[CH:25]=[CH:24][CH:23]=[C:17]2[C:18]([N:2]([C:3]3([CH3:11])[CH2:9][CH2:8][C:7](=[O:10])[NH:6][C:4]3=[O:5])[C:21](=[O:20])[C:16]=12)=[O:19])([O-:14])=[O:13]. The yield is 0.680. (5) The reactants are [CH:1]1([CH2:6][O:7][C:8]2[CH:13]=[N:12][NH:11][C:10](=[O:14])[CH:9]=2)[CH2:5][CH2:4][CH2:3][CH2:2]1.[H-].[Na+].[CH3:17][O:18][C:19](=[O:28])[CH:20](Br)[CH2:21][CH:22]1[CH2:26][CH2:25][CH2:24][CH2:23]1. The catalyst is O1CCCC1. The product is [CH3:17][O:18][C:19](=[O:28])[CH:20]([N:11]1[C:10](=[O:14])[CH:9]=[C:8]([O:7][CH2:6][CH:1]2[CH2:2][CH2:3][CH2:4][CH2:5]2)[CH:13]=[N:12]1)[CH2:21][CH:22]1[CH2:23][CH2:24][CH2:25][CH2:26]1. The yield is 0.800. (6) The reactants are [CH:1]([C:4]1[N:8]=[C:7]([CH2:9][N:10]2[CH2:14][CH2:13][CH:12]([NH2:15])[CH2:11]2)[O:6][N:5]=1)([CH3:3])[CH3:2].Cl[C:17]1[N:22]=[CH:21][N:20]=[C:19]2[N:23]([C:26]3[CH:31]=[CH:30][C:29]([S:32]([CH3:35])(=[O:34])=[O:33])=[CH:28][C:27]=3[F:36])[N:24]=[CH:25][C:18]=12.C(=O)([O-])[O-].[K+].[K+].O. The catalyst is C1COCC1. The product is [F:36][C:27]1[CH:28]=[C:29]([S:32]([CH3:35])(=[O:33])=[O:34])[CH:30]=[CH:31][C:26]=1[N:23]1[C:19]2=[N:20][CH:21]=[N:22][C:17]([NH:15][CH:12]3[CH2:13][CH2:14][N:10]([CH2:9][C:7]4[O:6][N:5]=[C:4]([CH:1]([CH3:3])[CH3:2])[N:8]=4)[CH2:11]3)=[C:18]2[CH:25]=[N:24]1. The yield is 0.910. (7) The reactants are Cl[C:2]1[N:3]=[N+:4]([O-:15])[C:5]2[CH:11]=[C:10]3[CH2:12][CH2:13][O:14][C:9]3=[CH:8][C:6]=2[N:7]=1.[N:16]1([CH2:22][CH2:23][CH2:24][NH2:25])[CH2:21][CH2:20][O:19][CH2:18][CH2:17]1. The catalyst is COCCOC. The product is [N:16]1([CH2:22][CH2:23][CH2:24][NH:25][C:2]2[N:3]=[N+:4]([O-:15])[C:5]3[CH:11]=[C:10]4[CH2:12][CH2:13][O:14][C:9]4=[CH:8][C:6]=3[N:7]=2)[CH2:21][CH2:20][O:19][CH2:18][CH2:17]1. The yield is 0.920. (8) The reactants are [CH:1]1([C:6]#[C:7][C:8]#[N:9])[CH2:5][CH2:4][CH2:3][CH2:2]1.[NH:10]1[CH:14]=[C:13]([C:15]2[C:16]3[CH:23]=[CH:22][N:21]([CH2:24][O:25][CH2:26][CH2:27][Si:28]([CH3:31])([CH3:30])[CH3:29])[C:17]=3[N:18]=[CH:19][N:20]=2)[CH:12]=[N:11]1.C1CCN2C(=NCCC2)CC1. The catalyst is C(#N)C. The product is [C:1]1(=[C:6]([N:10]2[CH:14]=[C:13]([C:15]3[C:16]4[CH:23]=[CH:22][N:21]([CH2:24][O:25][CH2:26][CH2:27][Si:28]([CH3:31])([CH3:30])[CH3:29])[C:17]=4[N:18]=[CH:19][N:20]=3)[CH:12]=[N:11]2)[CH2:7][C:8]#[N:9])[CH2:5][CH2:4][CH2:3][CH2:2]1. The yield is 0.740. (9) The reactants are [OH:1][C@H:2]1[CH2:6][N:5]([C:7]([O:9][C:10]([CH3:13])([CH3:12])[CH3:11])=[O:8])[C@H:4]([C:14]([O:16][CH3:17])=[O:15])[CH2:3]1.C1N=CN([C:23]([N:25]2[CH:29]=N[CH:27]=[CH:26]2)=[O:24])C=1.Cl.[Cl:31][C:32]1[CH:40]=CC=[C:37]2[C:33]=1CN[CH2:36]2.CCN(C(C)C)C(C)C. The catalyst is C1COCC1.CCOC(C)=O. The product is [Cl:31][C:32]1[CH:33]=[CH:37][CH:36]=[C:27]2[C:40]=1[CH2:29][N:25]([C:23]([O:1][C@H:2]1[CH2:6][N:5]([C:7]([O:9][C:10]([CH3:11])([CH3:12])[CH3:13])=[O:8])[C@H:4]([C:14]([O:16][CH3:17])=[O:15])[CH2:3]1)=[O:24])[CH2:26]2. The yield is 0.910.